Dataset: Catalyst prediction with 721,799 reactions and 888 catalyst types from USPTO. Task: Predict which catalyst facilitates the given reaction. (1) Reactant: [Cl:1][C:2]1[CH:7]=[CH:6][C:5]([C:8]2[CH:17]=[CH:16][C:15]([N+:18]([O-])=O)=[C:14]3[C:9]=2[CH2:10][CH2:11][N:12]([CH3:21])[CH2:13]3)=[CH:4][CH:3]=1.S(=O)(=O)(O)O. Product: [ClH:1].[NH2:18][C:15]1[CH:16]=[CH:17][C:8]([C:5]2[CH:4]=[CH:3][C:2]([Cl:1])=[CH:7][CH:6]=2)=[C:9]2[C:14]=1[CH2:13][N:12]([CH3:21])[CH2:11][CH2:10]2. The catalyst class is: 227. (2) Reactant: [F:1][C:2]([F:19])([F:18])[C:3]1[CH:4]=[C:5]([C:9]2[CH2:13][CH:12]([C:14]([O:16]C)=[O:15])[O:11][N:10]=2)[CH:6]=[CH:7][CH:8]=1.[OH-].[Na+].Cl. Product: [F:19][C:2]([F:1])([F:18])[C:3]1[CH:4]=[C:5]([C:9]2[CH2:13][CH:12]([C:14]([OH:16])=[O:15])[O:11][N:10]=2)[CH:6]=[CH:7][CH:8]=1. The catalyst class is: 20. (3) Product: [CH3:31][O:32][C:33]1[N:38]=[CH:37][C:36]([S:39]([N:11]2[C:7]([C:1]3[CH:6]=[CH:5][CH:4]=[CH:3][CH:2]=3)=[CH:8][C:9]([CH:12]=[O:13])=[CH:10]2)(=[O:41])=[O:40])=[CH:35][CH:34]=1. The catalyst class is: 54. Reactant: [C:1]1([C:7]2[NH:11][CH:10]=[C:9]([CH:12]=[O:13])[CH:8]=2)[CH:6]=[CH:5][CH:4]=[CH:3][CH:2]=1.[H-].[Na+].C1OCCOCCOCCOCCOC1.[CH3:31][O:32][C:33]1[N:38]=[CH:37][C:36]([S:39](Cl)(=[O:41])=[O:40])=[CH:35][CH:34]=1. (4) Reactant: F[C:2]1[C:7]([N+:8]([O-:10])=[O:9])=[CH:6][CH:5]=[CH:4][C:3]=1[OH:11].[Cl:12][C:13]1[C:18]([Cl:19])=[CH:17][CH:16]=[CH:15][C:14]=1[SH:20].[OH-].[Na+].Cl. The catalyst class is: 6. Product: [Cl:12][C:13]1[C:18]([Cl:19])=[CH:17][CH:16]=[CH:15][C:14]=1[S:20][C:2]1[C:7]([N+:8]([O-:10])=[O:9])=[CH:6][CH:5]=[CH:4][C:3]=1[OH:11]. (5) Reactant: [Cl:1][C:2]1[C:7]2[N:8]=[C:9]([CH2:12][O:13][CH2:14][CH3:15])[N:10]([NH2:11])[C:6]=2[C:5]([CH3:16])=[C:4]([CH3:17])[N:3]=1.[O:18]1[CH2:23][CH2:22][C:21](=O)[CH2:20][CH2:19]1.C(O)(=O)C. Product: [Cl:1][C:2]1[C:7]2[N:8]=[C:9]([CH2:12][O:13][CH2:14][CH3:15])[N:10]([N:11]=[C:21]3[CH2:22][CH2:23][O:18][CH2:19][CH2:20]3)[C:6]=2[C:5]([CH3:16])=[C:4]([CH3:17])[N:3]=1. The catalyst class is: 10. (6) Reactant: [CH2:1]([O:8][C:9](=[O:34])[NH:10][C@@H:11]1[C:14](=[O:15])[N:13]([CH2:16][C:17]2[CH:22]=[CH:21][C:20]([O:23][CH3:24])=[CH:19][C:18]=2[O:25][CH3:26])[C@@H:12]1[C@@H:27]1[CH2:31][O:30]C(C)(C)[O:28]1)[C:2]1[CH:7]=[CH:6][CH:5]=[CH:4][CH:3]=1.CC1C=CC(S(O)(=O)=O)=CC=1.O.C([O-])(O)=O.[Na+]. The catalyst class is: 20. Product: [CH2:1]([O:8][C:9](=[O:34])[NH:10][C@@H:11]1[C:14](=[O:15])[N:13]([CH2:16][C:17]2[CH:22]=[CH:21][C:20]([O:23][CH3:24])=[CH:19][C:18]=2[O:25][CH3:26])[C@@H:12]1[C@@H:27]([OH:28])[CH2:31][OH:30])[C:2]1[CH:7]=[CH:6][CH:5]=[CH:4][CH:3]=1. (7) Reactant: [CH2:1]([N:5]1[C:14]2[CH2:13][CH2:12][N:11]([CH2:15][C:16]3[CH:21]=[CH:20][C:19]([F:22])=[CH:18][CH:17]=3)[C:10](=[O:23])[C:9]=2[C:8](=[O:24])[C:7]([O:25]C/C=C/C)=[CH:6]1)[CH2:2][CH:3]=[CH2:4]. Product: [CH2:1]([N:5]1[C:14]2[CH2:13][CH2:12][N:11]([CH2:15][C:16]3[CH:21]=[CH:20][C:19]([F:22])=[CH:18][CH:17]=3)[C:10](=[O:23])[C:9]=2[C:8](=[O:24])[C:7]([OH:25])=[C:6]1[CH:3]([CH:2]=[CH2:1])[CH3:4])[CH2:2][CH:3]=[CH2:4]. The catalyst class is: 8. (8) Reactant: [Cl:1][C:2]1[C:11]2[C:6](=[CH:7][C:8]([F:13])=[CH:9][C:10]=2[F:12])[N:5]=[C:4]([C:14]2[CH:15]=[C:16]([C:22](=[O:24])[CH3:23])[CH:17]=[CH:18][C:19]=2SC)[C:3]=1[CH3:25].[CH2:26]1COCC1.O[O:32][S:33]([O-:35])=O.[K+]. Product: [Cl:1][C:2]1[C:11]2[C:6](=[CH:7][C:8]([F:13])=[CH:9][C:10]=2[F:12])[N:5]=[C:4]([C:14]2[CH:15]=[C:16]([C:22](=[O:24])[CH3:23])[CH:17]=[CH:18][C:19]=2[S:33]([CH3:26])(=[O:35])=[O:32])[C:3]=1[CH3:25]. The catalyst class is: 6. (9) Reactant: [Cl:1][C:2]1[CH:7]=[CH:6][C:5]([C:8]2[N:9]([C:18]3[CH:23]=[CH:22][CH:21]=[CH:20][C:19]=3[Cl:24])[N:10]=[C:11]3[C:16]([OH:17])=[N:15][CH:14]=[N:13][C:12]=23)=[CH:4][CH:3]=1.I[CH2:26][C:27]([F:30])([F:29])[F:28].C([O-])([O-])=O.[Cs+].[Cs+]. Product: [Cl:1][C:2]1[CH:7]=[CH:6][C:5]([C:8]2[N:9]([C:18]3[CH:23]=[CH:22][CH:21]=[CH:20][C:19]=3[Cl:24])[N:10]=[C:11]3[C:16](=[O:17])[N:15]([CH2:26][C:27]([F:30])([F:29])[F:28])[CH:14]=[N:13][C:12]=23)=[CH:4][CH:3]=1. The catalyst class is: 31.